From a dataset of Forward reaction prediction with 1.9M reactions from USPTO patents (1976-2016). Predict the product of the given reaction. (1) Given the reactants C(OC([N:8]1[CH2:13][CH2:12][CH:11]([NH:14][CH2:15][C:16]2[CH:21]=[C:20]([C:22]3[CH:27]=[CH:26][C:25]([O:28]COC)=[CH:24][CH:23]=3)[N:19]=[C:18]3[N:32](C4CCCCO4)[N:33]=[C:34]([CH3:35])[C:17]=23)[C:10]([CH3:43])([CH3:42])[CH2:9]1)=O)(C)(C)C.Cl, predict the reaction product. The product is: [CH3:42][C:10]1([CH3:43])[CH:11]([NH:14][CH2:15][C:16]2[CH:21]=[C:20]([C:22]3[CH:27]=[CH:26][C:25]([OH:28])=[CH:24][CH:23]=3)[N:19]=[C:18]3[NH:32][N:33]=[C:34]([CH3:35])[C:17]=23)[CH2:12][CH2:13][NH:8][CH2:9]1. (2) Given the reactants [C:1]([O:5][C:6]([N:8]1[CH2:12][C@@H:11]([NH:13][S:14]([C:17]2[CH:22]=[CH:21][C:20]([C:23]#[N:24])=[CH:19][CH:18]=2)(=[O:16])=[O:15])[CH2:10][C@H:9]1[C:25]([N:27]1[CH2:31][CH2:30][S:29][CH2:28]1)=[O:26])=[O:7])([CH3:4])([CH3:3])[CH3:2].Cl.C(C1C=CC(S(N[C@@H]2CN[C@H](C(C3NCCS3)=O)C2)(=O)=O)=CC=1)#N.C(=O)([O-])[O-].[K+].[K+].[C:63]([C:65]1[CH:72]=[CH:71][C:68]([CH2:69]Br)=[CH:67][CH:66]=1)#[N:64].C(O)(=O)CC(CC(O)=O)(C(O)=O)O, predict the reaction product. The product is: [C:1]([O:5][C:6]([N:8]1[CH2:12][C@@H:11]([N:13]([CH2:69][C:68]2[CH:71]=[CH:72][C:65]([C:63]#[N:64])=[CH:66][CH:67]=2)[S:14]([C:17]2[CH:18]=[CH:19][C:20]([C:23]#[N:24])=[CH:21][CH:22]=2)(=[O:15])=[O:16])[CH2:10][C@H:9]1[C:25]([N:27]1[CH2:31][CH2:30][S:29][CH2:28]1)=[O:26])=[O:7])([CH3:4])([CH3:2])[CH3:3]. (3) Given the reactants [H-].[Al+3].[Li+].[H-].[H-].[H-].[CH3:7][N:8]([C:21]1[CH:22]=[CH:23][CH:24]=[C:25]2[C:29]=1[NH:28][C:27]([C:30]1[S:31][CH:32]=[CH:33][N:34]=1)=[CH:26]2)[S:9]([C:12]1[CH:16]=[CH:15][S:14][C:13]=1[C:17](OC)=[O:18])(=[O:11])=[O:10].O.[OH-].[Na+], predict the reaction product. The product is: [OH:18][CH2:17][C:13]1[S:14][CH:15]=[CH:16][C:12]=1[S:9]([N:8]([CH3:7])[C:21]1[CH:22]=[CH:23][CH:24]=[C:25]2[C:29]=1[NH:28][C:27]([C:30]1[S:31][CH:32]=[CH:33][N:34]=1)=[CH:26]2)(=[O:11])=[O:10]. (4) Given the reactants [CH3:1][O:2][C:3]1[CH:4]=[CH:5][C:6]([CH2:11][C:12]2[N:21]=[CH:20][CH:19]=[C:18]3[C:13]=2[CH:14]=[C:15]([O:24][CH3:25])[C:16]([O:22][CH3:23])=[CH:17]3)=[CH:7][C:8]=1[O:9][CH3:10].Cl, predict the reaction product. The product is: [CH3:1][O:2][C:3]1[CH:4]=[CH:5][C:6]([CH2:11][C:12]2[N:21]=[CH:20][CH:19]=[C:18]3[C:13]=2[CH:14]=[C:15]([O:24][CH3:25])[C:16]([O:22][CH3:23])=[CH:17]3)=[CH:7][C:8]=1[O:9][CH3:10].